Predict the product of the given reaction. From a dataset of Forward reaction prediction with 1.9M reactions from USPTO patents (1976-2016). (1) Given the reactants C(NC(C)C)(C)C.C([Li])CCC.[CH:13]1([C:18]([O:20][CH3:21])=[O:19])[CH2:17][CH2:16][CH2:15][CH2:14]1.[CH3:22][O:23][CH2:24][CH2:25]Br.[Cl-].[NH4+], predict the reaction product. The product is: [CH3:21][O:20][C:18]([C:13]1([CH2:25][CH2:24][O:23][CH3:22])[CH2:17][CH2:16][CH2:15][CH2:14]1)=[O:19]. (2) Given the reactants [CH3:1][CH:2]1[CH2:7][CH2:6][N:5]([C:8]2[C:13]([CH2:14][NH2:15])=[CH:12][CH:11]=[C:10]([C:16]([F:19])([F:18])[F:17])[N:9]=2)[CH2:4][CH2:3]1.[C:20]1([NH:26][C:27]([C:29]2[N:34]=[CH:33][C:32]([CH:35]([CH3:39])[C:36](O)=[O:37])=[CH:31][N:30]=2)=[O:28])[CH:25]=[CH:24][CH:23]=[CH:22][CH:21]=1.F[B-](F)(F)F.N1(OC(N(C)C)=[N+](C)C)C2C=CC=CC=2N=N1.C(N(C(C)C)C(C)C)C, predict the reaction product. The product is: [CH3:1][CH:2]1[CH2:3][CH2:4][N:5]([C:8]2[C:13]([CH2:14][NH:15][C:36](=[O:37])[CH:35]([C:32]3[CH:31]=[N:30][C:29]([C:27]([NH:26][C:20]4[CH:21]=[CH:22][CH:23]=[CH:24][CH:25]=4)=[O:28])=[N:34][CH:33]=3)[CH3:39])=[CH:12][CH:11]=[C:10]([C:16]([F:19])([F:17])[F:18])[N:9]=2)[CH2:6][CH2:7]1. (3) The product is: [NH2:6][C:7]1[C:15]([N+:16]([O-:18])=[O:17])=[CH:14][C:10]([C:11]([O:13][CH3:1])=[O:12])=[C:9]([F:19])[C:8]=1[F:20]. Given the reactants [CH3:1][Si](Cl)(C)C.[NH2:6][C:7]1[C:15]([N+:16]([O-:18])=[O:17])=[CH:14][C:10]([C:11]([OH:13])=[O:12])=[C:9]([F:19])[C:8]=1[F:20], predict the reaction product. (4) Given the reactants [CH2:1]([N:8]([CH2:38][C:39]1[CH:44]=[CH:43][CH:42]=[CH:41][CH:40]=1)[CH:9]1[CH2:13][CH:12]([C:14](=O)[CH2:15][NH:16][C:17]2[N:18]=[C:19]3[CH:25]=[CH:24][N:23]([S:26]([C:29]4[CH:35]=[CH:34][C:32]([CH3:33])=[CH:31][CH:30]=4)(=[O:28])=[O:27])[C:20]3=[N:21][CH:22]=2)[CH:11]([CH3:37])[CH2:10]1)[C:2]1[CH:7]=[CH:6][CH:5]=[CH:4][CH:3]=1.COC1C=CC(P2(SP(C3C=CC(OC)=CC=3)(=S)S2)=S)=CC=1, predict the reaction product. The product is: [CH2:1]([N:8]([CH2:38][C:39]1[CH:44]=[CH:43][CH:42]=[CH:41][CH:40]=1)[CH:9]1[CH2:13][CH:12]([C:14]2[N:18]3[C:19]4[CH:25]=[CH:24][N:23]([S:26]([C:29]5[CH:35]=[CH:34][C:32]([CH3:33])=[CH:31][CH:30]=5)(=[O:28])=[O:27])[C:20]=4[N:21]=[CH:22][C:17]3=[N:16][CH:15]=2)[CH:11]([CH3:37])[CH2:10]1)[C:2]1[CH:7]=[CH:6][CH:5]=[CH:4][CH:3]=1. (5) Given the reactants C(OC1C(=O)N=C(CC2(N3C4=NC=CC=C4C=C3)CCCC2)N2CCN(C)C(=O)C=12)C1C=CC=CC=1.[CH:37]1([N:40]([CH2:73][CH2:74]O)[C:41]([C:43]2[C:48]([O:49][CH2:50][C:51]3[CH:56]=[CH:55][CH:54]=[CH:53][CH:52]=3)=[C:47]([OH:57])[N:46]=[C:45]([CH2:58][C:59]3([N:64]4[C:68]5=[N:69][CH:70]=[CH:71][CH:72]=[C:67]5[CH:66]=[CH:65]4)[CH2:63][CH2:62][CH2:61][CH2:60]3)[N:44]=2)=[O:42])[CH2:39][CH2:38]1, predict the reaction product. The product is: [CH2:50]([O:49][C:48]1[C:47](=[O:57])[N:46]=[C:45]([CH2:58][C:59]2([N:64]3[C:68]4=[N:69][CH:70]=[CH:71][CH:72]=[C:67]4[CH:66]=[CH:65]3)[CH2:60][CH2:61][CH2:62][CH2:63]2)[N:44]2[CH2:74][CH2:73][N:40]([CH:37]3[CH2:39][CH2:38]3)[C:41](=[O:42])[C:43]=12)[C:51]1[CH:52]=[CH:53][CH:54]=[CH:55][CH:56]=1. (6) The product is: [CH2:1]([N:8]1[CH2:12][C@@H:11]([NH:13][CH2:14][C:15]2[CH:20]=[CH:19][C:18]([F:21])=[CH:17][C:16]=2[F:22])[CH2:10][C@H:9]1[C:30]([N:40]1[CH2:39][CH2:38][C:37]2[C:42](=[CH:43][C:44]([O:45][CH3:46])=[C:35]([O:34][CH3:33])[CH:36]=2)[CH2:41]1)=[O:31])[C:2]1[CH:3]=[CH:4][CH:5]=[CH:6][CH:7]=1. Given the reactants [CH2:1]([N:8]1[CH2:12][CH:11]([N:13](C(OC(C)(C)C)=O)[CH2:14][C:15]2[CH:20]=[CH:19][C:18]([F:21])=[CH:17][C:16]=2[F:22])[CH2:10][CH:9]1[C:30](O)=[O:31])[C:2]1[CH:7]=[CH:6][CH:5]=[CH:4][CH:3]=1.[CH3:33][O:34][C:35]1[CH:36]=[C:37]2[C:42](=[CH:43][C:44]=1[O:45][CH3:46])[CH2:41][NH:40][CH2:39][CH2:38]2, predict the reaction product. (7) Given the reactants [CH2:1]([NH:3][C:4]([N:6]1[C:15]2[C:10](=[CH:11][CH:12]=[CH:13][CH:14]=2)[CH2:9][CH2:8][CH:7]1[CH2:16][N:17]1[CH2:22][CH2:21][N:20]([C:23]2[CH:31]=[CH:30][CH:29]=[C:28]3[C:24]=2[CH:25]=[CH:26][NH:27]3)[CH2:19][CH2:18]1)=[O:5])[CH3:2].[C:32]1(N=C=O)[CH:37]=CC=[CH:34][CH:33]=1, predict the reaction product. The product is: [NH:27]1[C:28]2[C:24](=[C:23]([N:20]3[CH2:19][CH2:18][N:17]([CH2:16][CH:7]4[CH2:8][CH2:9][C:10]5[C:15](=[CH:14][CH:13]=[CH:12][CH:11]=5)[N:6]4[C:4]([NH:3][C:1]4[CH:34]=[CH:33][CH:32]=[CH:37][CH:2]=4)=[O:5])[CH2:22][CH2:21]3)[CH:31]=[CH:30][CH:29]=2)[CH:25]=[CH:26]1. (8) Given the reactants Br[C:2]1[CH:3]=[CH:4][C:5]([C:8]2[N:9]=[N:10][N:11]([C:13]3[CH:14]=[C:15]([CH:18]=[C:19]([F:21])[CH:20]=3)[C:16]#[N:17])[N:12]=2)=[N:6][CH:7]=1.[CH3:22][N:23](C=O)C, predict the reaction product. The product is: [C:16]([C:15]1[CH:14]=[C:13]([N:11]2[N:10]=[N:9][C:8]([C:5]3[CH:4]=[CH:3][C:2]([C:22]#[N:23])=[CH:7][N:6]=3)=[N:12]2)[CH:20]=[C:19]([F:21])[CH:18]=1)#[N:17]. (9) Given the reactants [NH2:1][C@H:2]([C:5]([OH:7])=[O:6])[CH2:3][SH:4].[CH3:8][O:9][C:10]1[CH:17]=[C:16]([O:18][CH3:19])[CH:15]=[C:14]([O:20][CH3:21])[C:11]=1[CH2:12]O.[OH-].[K+], predict the reaction product. The product is: [NH2:1][CH:2]([CH2:3][S:4][CH2:12][C:11]1[C:14]([O:20][CH3:21])=[CH:15][C:16]([O:18][CH3:19])=[CH:17][C:10]=1[O:9][CH3:8])[C:5]([OH:7])=[O:6].